This data is from Catalyst prediction with 721,799 reactions and 888 catalyst types from USPTO. The task is: Predict which catalyst facilitates the given reaction. Reactant: Cl.[Cl:2][C:3]1[CH:4]=[C:5]2[C:9](=[CH:10][CH:11]=1)[NH:8][CH:7]([C:12]([OH:14])=[O:13])[CH2:6]2.[C:15](O[C:15]([O:17][C:18]([CH3:21])([CH3:20])[CH3:19])=[O:16])([O:17][C:18]([CH3:21])([CH3:20])[CH3:19])=[O:16].[OH-].[Na+]. Product: [C:18]([O:17][C:15]([N:8]1[C:9]2[C:5](=[CH:4][C:3]([Cl:2])=[CH:11][CH:10]=2)[CH2:6][CH:7]1[C:12]([OH:14])=[O:13])=[O:16])([CH3:21])([CH3:20])[CH3:19]. The catalyst class is: 12.